Task: Predict the product of the given reaction.. Dataset: Forward reaction prediction with 1.9M reactions from USPTO patents (1976-2016) (1) Given the reactants [OH:1][C:2]1[CH:3]=[C:4]2[C:8](=[CH:9][CH:10]=1)[N:7]([S:11]([C:14]1[CH:15]=[C:16]([CH:21]=[CH:22][CH:23]=1)[C:17]([O:19][CH3:20])=[O:18])(=[O:13])=[O:12])[CH:6]=[CH:5]2.[Cl:24][C:25]1[CH:30]=[CH:29][CH:28]=[C:27]([Cl:31])[C:26]=1[C:32]1[C:36]([CH2:37]O)=[C:35]([CH:39]([CH3:41])[CH3:40])[O:34][N:33]=1.C1(P(C2C=CC=CC=2)C2C=CC=CC=2)C=CC=CC=1.N(C(OC(C)C)=O)=NC(OC(C)C)=O, predict the reaction product. The product is: [Cl:31][C:27]1[CH:28]=[CH:29][CH:30]=[C:25]([Cl:24])[C:26]=1[C:32]1[C:36]([CH2:37][O:1][C:2]2[CH:3]=[C:4]3[C:8](=[CH:9][CH:10]=2)[N:7]([S:11]([C:14]2[CH:15]=[C:16]([CH:21]=[CH:22][CH:23]=2)[C:17]([O:19][CH3:20])=[O:18])(=[O:13])=[O:12])[CH:6]=[CH:5]3)=[C:35]([CH:39]([CH3:41])[CH3:40])[O:34][N:33]=1. (2) Given the reactants [CH2:1]([S:3][C:4]1[CH:5]=[N:6][CH:7]=[CH:8][C:9]=1[CH2:10][NH2:11])[CH3:2].[NH2:12][C:13]1[C:34](Cl)=[C:33](C=O)[C:32]([C:38]([F:41])([F:40])[F:39])=[CH:31][C:14]=1[C:15](NCC1C=C(Cl)C=CC=1S(CC)(=O)=O)=[O:16].NC1C=CC(C(F)(F)F)=CC=1C(O)=O.NC1C(Cl)=C(C=O)C(C(F)(F)F)=CC=1C(O)=O, predict the reaction product. The product is: [NH2:12][C:13]1[CH:34]=[CH:33][C:32]([C:38]([F:39])([F:40])[F:41])=[CH:31][C:14]=1[C:15]([NH:11][CH2:10][C:9]1[CH:8]=[CH:7][N:6]=[CH:5][C:4]=1[S:3][CH2:1][CH3:2])=[O:16]. (3) Given the reactants [OH:1][C:2]1([CH2:8][N:9]2[CH2:14][CH2:13][CH:12]([CH2:15][NH:16]C(=O)OC(C)(C)C)[CH2:11][CH2:10]2)[CH2:7][CH2:6][O:5][CH2:4][CH2:3]1.O1CCOCC1.Cl, predict the reaction product. The product is: [NH2:16][CH2:15][CH:12]1[CH2:13][CH2:14][N:9]([CH2:8][C:2]2([OH:1])[CH2:7][CH2:6][O:5][CH2:4][CH2:3]2)[CH2:10][CH2:11]1. (4) Given the reactants [NH2:1][C:2]1[CH:10]=[CH:9][C:5]([C:6]([OH:8])=O)=[CH:4][C:3]=1[O:11][CH3:12].C1C=CC2N(O)N=NC=2C=1.C(Cl)CCl.CCN(C(C)C)C(C)C.[O:36]1[CH2:39][CH:38]([NH2:40])[CH2:37]1, predict the reaction product. The product is: [NH2:1][C:2]1[CH:10]=[CH:9][C:5]([C:6]([NH:40][CH:38]2[CH2:39][O:36][CH2:37]2)=[O:8])=[CH:4][C:3]=1[O:11][CH3:12].